This data is from Full USPTO retrosynthesis dataset with 1.9M reactions from patents (1976-2016). The task is: Predict the reactants needed to synthesize the given product. (1) Given the product [CH3:28][C:29]1[CH:37]=[C:36]([CH3:38])[CH:35]=[C:34]2[C:30]=1[CH:31]([CH2:40][C:41]([NH:2][C@H:3]([C:12]1[C:17]([C:18]3[CH:19]=[CH:20][C:21]([F:27])=[C:22]([CH:26]=3)[C:23]([NH2:25])=[O:24])=[CH:16][CH:15]=[CH:14][N:13]=1)[CH2:4][C:5]1[CH:10]=[CH:9][CH:8]=[C:7]([F:11])[CH:6]=1)=[O:42])[C:32](=[O:39])[NH:33]2, predict the reactants needed to synthesize it. The reactants are: Cl.[NH2:2][C@H:3]([C:12]1[C:17]([C:18]2[CH:19]=[CH:20][C:21]([F:27])=[C:22]([CH:26]=2)[C:23]([NH2:25])=[O:24])=[CH:16][CH:15]=[CH:14][N:13]=1)[CH2:4][C:5]1[CH:10]=[CH:9][CH:8]=[C:7]([F:11])[CH:6]=1.[CH3:28][C:29]1[CH:37]=[C:36]([CH3:38])[CH:35]=[C:34]2[C:30]=1[CH:31]([CH2:40][C:41](O)=[O:42])[C:32](=[O:39])[NH:33]2.CN(C(ON1N=NC2C=CC=NC1=2)=[N+](C)C)C.F[P-](F)(F)(F)(F)F.C(N(C(C)C)CC)(C)C. (2) The reactants are: O[CH2:2][CH2:3][CH:4]1[CH2:9][O:8][C:7]([CH3:11])([CH3:10])[O:6][CH2:5]1.C(Br)(Br)(Br)[Br:13].C1(P(C2C=CC=CC=2)C2C=CC=CC=2)C=CC=CC=1.O. Given the product [Br:13][CH2:2][CH2:3][CH:4]1[CH2:9][O:8][C:7]([CH3:11])([CH3:10])[O:6][CH2:5]1, predict the reactants needed to synthesize it. (3) Given the product [F:35][C:34]1[C:33]([O:36][CH3:37])=[CH:32][C:31]([O:38][CH3:39])=[C:30]([F:40])[C:29]=1[N:24]1[CH2:25][C:26]2[CH:27]=[N:28][C:19]3[NH:18][N:17]=[C:16](/[CH:2]=[CH:1]\[O:3][CH2:4][CH3:5])[C:20]=3[C:21]=2[N:22]([CH3:42])[C:23]1=[O:41], predict the reactants needed to synthesize it. The reactants are: [CH2:1]([O:3]/[CH:4]=[CH:5]\B1OC(C)(C)C(C)(C)O1)[CH3:2].Br[C:16]1[C:20]2[C:21]3[N:22]([CH3:42])[C:23](=[O:41])[N:24]([C:29]4[C:34]([F:35])=[C:33]([O:36][CH3:37])[CH:32]=[C:31]([O:38][CH3:39])[C:30]=4[F:40])[CH2:25][C:26]=3[CH:27]=[N:28][C:19]=2[NH:18][N:17]=1.ClCCl.C(=O)([O-])[O-].[K+].[K+]. (4) Given the product [OH:1][C:2]1[CH:10]=[C:9]2[C:5]([C:6](=[N:19][NH:18][C:20]3[CH:31]=[CH:30][C:23]([CH2:24][S:25](=[O:27])(=[O:26])[NH:28][CH3:29])=[CH:22][CH:21]=3)[C:7](=[O:11])[NH:8]2)=[CH:4][C:3]=1[NH:8][C:7](=[O:11])[CH3:6], predict the reactants needed to synthesize it. The reactants are: [OH:1][C:2]1[CH:10]=[C:9]2[C:5]([C:6](=O)[C:7](=[O:11])[NH:8]2)=[C:4](NC(=O)C)[CH:3]=1.Cl.[NH:18]([C:20]1[CH:31]=[CH:30][C:23]([CH2:24][S:25]([NH:28][CH3:29])(=[O:27])=[O:26])=[CH:22][CH:21]=1)[NH2:19].